From a dataset of TCR-epitope binding with 47,182 pairs between 192 epitopes and 23,139 TCRs. Binary Classification. Given a T-cell receptor sequence (or CDR3 region) and an epitope sequence, predict whether binding occurs between them. (1) The epitope is FQPTNGVGY. The TCR CDR3 sequence is CSASPGDYEQYF. Result: 0 (the TCR does not bind to the epitope). (2) The epitope is FIAGLIAIV. The TCR CDR3 sequence is CSVGAGTRQETQYF. Result: 1 (the TCR binds to the epitope). (3) The epitope is FADDLNQLTGY. Result: 1 (the TCR binds to the epitope). The TCR CDR3 sequence is CASSQRSGADGYTF. (4) The epitope is TSDLATNNLVVMAY. The TCR CDR3 sequence is CASSLGSEAFF. Result: 0 (the TCR does not bind to the epitope). (5) The epitope is LQPFPQPELPYPQPQ. The TCR CDR3 sequence is CASSQASSGGKETQYF. Result: 0 (the TCR does not bind to the epitope). (6) The epitope is RIFTIGTVTLK. The TCR CDR3 sequence is CASSSIFPGQGGSIRNQPQHF. Result: 1 (the TCR binds to the epitope). (7) The epitope is KLPDDFTGCV. Result: 1 (the TCR binds to the epitope). The TCR CDR3 sequence is CASSQDGTLLGYEQYF.